From a dataset of Full USPTO retrosynthesis dataset with 1.9M reactions from patents (1976-2016). Predict the reactants needed to synthesize the given product. Given the product [CH:1]1([CH2:4][N:5]([C:15]2[CH:20]=[CH:19][CH:18]=[C:17]([C:21]([OH:42])([C:38]([F:39])([F:40])[F:41])[C:22]#[CH:23])[CH:16]=2)[S:6]([C:9]2[CH:10]=[CH:11][CH:12]=[CH:13][CH:14]=2)(=[O:7])=[O:8])[CH2:3][CH2:2]1, predict the reactants needed to synthesize it. The reactants are: [CH:1]1([CH2:4][N:5]([C:15]2[CH:20]=[CH:19][CH:18]=[C:17]([C:21]([OH:42])([C:38]([F:41])([F:40])[F:39])[C:22]#[C:23][Si](C)(C3C=CC=CC=3)C3C=CC=CC=3)[CH:16]=2)[S:6]([C:9]2[CH:14]=[CH:13][CH:12]=[CH:11][CH:10]=2)(=[O:8])=[O:7])[CH2:3][CH2:2]1.C(O)(=O)C.[F-].C([N+](CCCC)(CCCC)CCCC)CCC.